Task: Predict which catalyst facilitates the given reaction.. Dataset: Catalyst prediction with 721,799 reactions and 888 catalyst types from USPTO (1) Reactant: [F:1][C:2]([F:7])([F:6])[C:3]([OH:5])=[O:4].C(OC([N:15]1[CH2:18][CH:17]([C:19]2[CH:24]=[CH:23][C:22]([O:25][CH2:26][C:27]3[CH:32]=[CH:31][CH:30]=[CH:29][CH:28]=3)=[CH:21][C:20]=2[O:33][CH2:34][C:35]2[CH:40]=[CH:39][CH:38]=[CH:37][CH:36]=2)[CH2:16]1)=O)(C)(C)C. Product: [F:1][C:2]([F:7])([F:6])[C:3]([OH:5])=[O:4].[CH2:34]([O:33][C:20]1[CH:21]=[C:22]([O:25][CH2:26][C:27]2[CH:32]=[CH:31][CH:30]=[CH:29][CH:28]=2)[CH:23]=[CH:24][C:19]=1[CH:17]1[CH2:18][NH:15][CH2:16]1)[C:35]1[CH:40]=[CH:39][CH:38]=[CH:37][CH:36]=1. The catalyst class is: 4. (2) Reactant: [H-].[Na+].[F:3][C:4]1[CH:15]=[CH:14][C:7]2[NH:8][C:9](=[O:13])[CH2:10][CH2:11][O:12][C:6]=2[CH:5]=1.I[CH:17]([CH3:19])[CH3:18]. Product: [F:3][C:4]1[CH:15]=[CH:14][C:7]2[N:8]([CH:17]([CH3:19])[CH3:18])[C:9](=[O:13])[CH2:10][CH2:11][O:12][C:6]=2[CH:5]=1. The catalyst class is: 35. (3) Reactant: [C:1]([C:4]1[CH:9]=[CH:8][C:7]([CH2:10][N:11]2[C:19](=[O:20])[C:18]3[C:13](=[CH:14][CH:15]=[CH:16][CH:17]=3)[C:12]2=[O:21])=[C:6]([Cl:22])[CH:5]=1)(=[O:3])[CH3:2].[Br:23][C:24]1[CH:25]=[C:26]([C:34](=O)[C:35]([F:38])([F:37])[F:36])[CH:27]=[C:28]([C:30]([F:33])([F:32])[F:31])[CH:29]=1.C(=O)([O-])[O-].[K+].[K+]. Product: [Br:23][C:24]1[CH:25]=[C:26](/[C:34](/[C:35]([F:36])([F:37])[F:38])=[CH:2]/[C:1]([C:4]2[CH:9]=[CH:8][C:7]([CH2:10][N:11]3[C:19](=[O:20])[C:18]4[C:13](=[CH:14][CH:15]=[CH:16][CH:17]=4)[C:12]3=[O:21])=[C:6]([Cl:22])[CH:5]=2)=[O:3])[CH:27]=[C:28]([C:30]([F:31])([F:32])[F:33])[CH:29]=1. The catalyst class is: 47. (4) Reactant: [CH:1]1([N:7]2[C:12]([OH:13])=[C:11]([C:14]([NH:16][CH2:17][C:18]([O:20]CC)=[O:19])=[O:15])[C:10](=[O:23])[NH:9][C:8]2=[O:24])[CH2:6][CH2:5][CH2:4][CH2:3][CH2:2]1.C(=O)([O-])[O-].[K+].[K+].[Br:31][C:32]1[CH:37]=[C:36]([C:38]([CH3:41])([CH3:40])[CH3:39])[CH:35]=[CH:34][C:33]=1[CH2:42]Br.Cl. Product: [Br:31][C:32]1[CH:37]=[C:36]([C:38]([CH3:40])([CH3:39])[CH3:41])[CH:35]=[CH:34][C:33]=1[CH2:42][N:9]1[C:10](=[O:23])[C:11]([C:14]([NH:16][CH2:17][C:18]([OH:20])=[O:19])=[O:15])=[C:12]([OH:13])[N:7]([CH:1]2[CH2:6][CH2:5][CH2:4][CH2:3][CH2:2]2)[C:8]1=[O:24]. The catalyst class is: 9. (5) Reactant: [Br:1][C:2]1[CH:7]=[CH:6][C:5]([N:8]=[C:9]=[O:10])=[CH:4][CH:3]=1.[OH:11][CH:12]1[CH2:17][CH2:16][CH2:15][N:14]([CH3:18])[CH2:13]1. Product: [Br:1][C:2]1[CH:7]=[CH:6][C:5]([NH:8][C:9](=[O:10])[O:11][CH:12]2[CH2:17][CH2:16][CH2:15][N:14]([CH3:18])[CH2:13]2)=[CH:4][CH:3]=1. The catalyst class is: 11. (6) Reactant: [F:1][C:2]1([F:16])[CH2:6][N:5]([C:7]([O:9][C:10]([CH3:13])([CH3:12])[CH3:11])=[O:8])[C@H:4]([CH2:14][OH:15])[CH2:3]1.CCN(CC)CC.[CH3:24][S:25](Cl)(=[O:27])=[O:26]. Product: [CH3:24][S:25]([O:15][CH2:14][C@@H:4]1[CH2:3][C:2]([F:1])([F:16])[CH2:6][N:5]1[C:7]([O:9][C:10]([CH3:11])([CH3:12])[CH3:13])=[O:8])(=[O:27])=[O:26]. The catalyst class is: 2. (7) Reactant: Br[CH2:2][CH:3]=[CH:4][CH2:5][O:6][C:7]1[CH:12]=[CH:11][CH:10]=[C:9]([C:13]([F:37])([F:36])[C:14]([F:35])([F:34])[C:15]([F:33])([F:32])[C:16]([F:31])([F:30])[C:17]([F:29])([F:28])[C:18]([F:27])([F:26])[C:19]([F:25])([F:24])[C:20]([F:23])([F:22])[F:21])[CH:8]=1.[CH3:38][NH2:39].C(O)C. Product: [CH3:38][NH:39][CH2:2][CH:3]=[CH:4][CH2:5][O:6][C:7]1[CH:12]=[CH:11][CH:10]=[C:9]([C:13]([F:37])([F:36])[C:14]([F:35])([F:34])[C:15]([F:33])([F:32])[C:16]([F:31])([F:30])[C:17]([F:29])([F:28])[C:18]([F:27])([F:26])[C:19]([F:25])([F:24])[C:20]([F:23])([F:22])[F:21])[CH:8]=1. The catalyst class is: 7. (8) Reactant: [Si](OCCS[C@H:12]1[C@@H:17]([CH3:18])[CH2:16][C@@H:15]([C:19]2[CH:24]=[CH:23][N:22]=[CH:21][C:20]=2[NH:25][C:26](=[O:42])[C:27]2[CH:32]=[CH:31][C:30]([F:33])=[C:29]([C:34]3[C:39]([F:40])=[CH:38][CH:37]=[CH:36][C:35]=3[F:41])[N:28]=2)[CH2:14][C@H:13]1[NH:43]C(=O)OC(C)(C)C)(C(C)(C)C)(C)C.O[O:52][S:53]([O-:55])=O.[K+].[C:57](O)([C:59](F)(F)F)=[O:58].C(Cl)Cl. Product: [NH2:43][C@H:13]1[C@@H:12]([S:53]([CH2:59][CH2:57][OH:58])(=[O:55])=[O:52])[C@@H:17]([CH3:18])[CH2:16][C@@H:15]([C:19]2[CH:24]=[CH:23][N:22]=[CH:21][C:20]=2[NH:25][C:26](=[O:42])[C:27]2[CH:32]=[CH:31][C:30]([F:33])=[C:29]([C:34]3[C:35]([F:41])=[CH:36][CH:37]=[CH:38][C:39]=3[F:40])[N:28]=2)[CH2:14]1. The catalyst class is: 249. (9) Reactant: [CH3:1][N:2]1[CH2:18][CH2:17][C:5]2[NH:6][C:7]3[CH:8]=[CH:9][C:10]([C:13]([F:16])([F:15])[F:14])=[CH:11][C:12]=3[C:4]=2[CH2:3]1.P([O-])([O-])([O-])=O.[K+].[K+].[K+].N1CCC[C@H]1C(O)=O.Br[CH:36]=[C:37]([C:39]1[CH:44]=[CH:43][N:42]=[CH:41][CH:40]=1)[CH3:38]. Product: [CH3:1][N:2]1[CH2:18][CH2:17][C:5]2[N:6](/[CH:36]=[C:37](/[C:39]3[CH:44]=[CH:43][N:42]=[CH:41][CH:40]=3)\[CH3:38])[C:7]3[CH:8]=[CH:9][C:10]([C:13]([F:16])([F:15])[F:14])=[CH:11][C:12]=3[C:4]=2[CH2:3]1. The catalyst class is: 122. (10) Reactant: C(OC(=O)[NH:7][C:8]1[CH:13]=[C:12]([CH3:14])[C:11]([C:15]([F:18])([F:17])[F:16])=[CH:10][C:9]=1[NH:19][C:20](=[O:39])[CH2:21][C:22]([C:24]1[CH:29]=[CH:28][CH:27]=[C:26]([C:30]2[C:31]([CH:36]3[CH2:38][CH2:37]3)=[N:32][CH:33]=[CH:34][CH:35]=2)[CH:25]=1)=O)(C)(C)C.C(O)(C(F)(F)F)=O. Product: [CH:36]1([C:31]2[C:30]([C:26]3[CH:25]=[C:24]([C:22]4[CH2:21][C:20](=[O:39])[NH:19][C:9]5[CH:10]=[C:11]([C:15]([F:18])([F:17])[F:16])[C:12]([CH3:14])=[CH:13][C:8]=5[N:7]=4)[CH:29]=[CH:28][CH:27]=3)=[CH:35][CH:34]=[CH:33][N:32]=2)[CH2:38][CH2:37]1. The catalyst class is: 2.